From a dataset of NCI-60 drug combinations with 297,098 pairs across 59 cell lines. Regression. Given two drug SMILES strings and cell line genomic features, predict the synergy score measuring deviation from expected non-interaction effect. (1) Drug 1: CC(C1=C(C=CC(=C1Cl)F)Cl)OC2=C(N=CC(=C2)C3=CN(N=C3)C4CCNCC4)N. Drug 2: CN1C(=O)N2C=NC(=C2N=N1)C(=O)N. Cell line: MDA-MB-231. Synergy scores: CSS=16.3, Synergy_ZIP=-3.78, Synergy_Bliss=2.92, Synergy_Loewe=-1.04, Synergy_HSA=3.11. (2) Drug 1: CC1=C(C=C(C=C1)NC(=O)C2=CC=C(C=C2)CN3CCN(CC3)C)NC4=NC=CC(=N4)C5=CN=CC=C5. Drug 2: CC1C(C(CC(O1)OC2CC(CC3=C2C(=C4C(=C3O)C(=O)C5=CC=CC=C5C4=O)O)(C(=O)C)O)N)O. Cell line: SF-295. Synergy scores: CSS=38.2, Synergy_ZIP=3.18, Synergy_Bliss=3.58, Synergy_Loewe=-39.7, Synergy_HSA=2.61. (3) Drug 1: CC1=C2C(C(=O)C3(C(CC4C(C3C(C(C2(C)C)(CC1OC(=O)C(C(C5=CC=CC=C5)NC(=O)OC(C)(C)C)O)O)OC(=O)C6=CC=CC=C6)(CO4)OC(=O)C)OC)C)OC. Drug 2: C1=CC(=CC=C1CCCC(=O)O)N(CCCl)CCCl. Cell line: OVCAR-5. Synergy scores: CSS=55.7, Synergy_ZIP=2.29, Synergy_Bliss=0.622, Synergy_Loewe=-10.3, Synergy_HSA=3.82. (4) Drug 1: CN(CCCl)CCCl.Cl. Drug 2: C(CC(=O)O)C(=O)CN.Cl. Cell line: UACC-257. Synergy scores: CSS=14.6, Synergy_ZIP=-3.79, Synergy_Bliss=0.997, Synergy_Loewe=-0.693, Synergy_HSA=-0.378.